This data is from Antibody developability classification from SAbDab with 2,409 antibodies. The task is: Regression/Classification. Given an antibody's heavy chain and light chain sequences, predict its developability. TAP uses regression for 5 developability metrics; SAbDab uses binary classification. (1) Result: 0 (not developable). The antibody is ['EVQLVQSGAEVKKPGESLKISCQAFGYGFINYLIEWIRQMPGQGLEWIGLINPGSDYTNYNENFKGQATLSADKSSSTAYLQWSSLKASDTAMYFCARRFGYYGSGNYFDYWGQGTMVTVSS', 'DVVMTQTPLSLPVTPGEPASISCTSGQSLVHINGNTYLHWYLQKPGQSPKLLIYKVSNLFSGVPDRFSGSGSGTDFTLKISRVEAEDVGVYFCSQSTHFPFTFGQGTKLEIK']. (2) Result: 1 (developable). The antibody is ['EVMLVESGGVLVKPGGSLKLSCAASGFTFSRYAMSWVRQTPEKRLEWVATISSGGSYSYYPDSVKGRFTISRDNVKNTLYLQMSSLRSEDTAMYYCARDSGGFAYWGQGTLVTVSA', 'DIQMTQTTSSLSASLGDRVTISCRASQDISNYLNWYQQKPDGTVKLLIYYTSRLHSGVTSRFSGSGSGTDYSLTISNLEQEDIATYFCQQGNTLPWTFGGGTKVEIK']. (3) The antibody is ['3ze0', 'PROT_98C4C262']. Result: 0 (not developable). (4) The antibody is ['EVKLQQSGPELVKPGASVKISCKASGYSFTSYYIHWVKQRPGQGLEWIGWVFPGSGNTKYNEKFKGKATLTADTSSSTAYMQLSSLTSEDSAVYFCARGNYDRAWFAYWGQGTLVTVSA', 'DIVITQSPKFMSTSVGDRVSITCKASQDVSTAVAWFQQKPGQSPKLLIYSASYRYTGVPDRFTGSGSGTDFTFTISSVQAEDLAVYYCQQHYSTPWTFGGGTKLEIK']. Result: 0 (not developable). (5) The antibody is ['LVQSGAEVKKPGSSVKVSCKASGNTFRKYDVHWVRQATGQGLEWVGWMSHEGDKTESAQRFKGRVSFTRDNSASTAYIELRGLTSDDTAIYYCTGGSKHRLRDYVLYDDYGLINQQEWNDYLEFLDVWGHGTAVTVSS', 'TVVTQSPLSLSVTPGEAASMSCTSTQSLRHSNGANYLAWYQHKPGQSPRLLIRLGSQRASGVPDRFSGSGSGTHFTLKISRVEADDAAIYYCMQGLNRPWTFGKGTKLEIK']. Result: 0 (not developable). (6) The antibody is ['EVQLLESGGGVVQPGRSLRLSCTASGFTFNNYGMHWVRQTPGKGLEWLAVIWFDENNKYYADSVRGRFTISRDNSKNTLFLQMNSLKTEDTAMYYCARDISLVRDAFIYFDFWGLGTLVTVSS', 'ELTLTQSPATLSLSPGERATLSCRASQSVSSYLAWYQQKPGQAPRLLIYDASNRATGIPARFSGSGSGTDFTLTISSLEPEDFAVYYCQQRSNWITFGQGTRLEIK']. Result: 0 (not developable). (7) The antibody is ['KVQLQQSGTELVKPGASVKVSCKASGYIFTEYIIHWVKQRSGQGLEWIGWLYPESNIIKYNEKFKDKATLTADKSSSTVYMELSRLTSEDSAVYFCTRHDGTNFDYWGQGTTLTVSS', 'DIVLTQSPASLAVSLGQRATISCRASESVDSYGNSFMHWYQQKPGQPPKLLIYRASNLESGIPARFSGSGSRTDFTLTINPVEADDVATYYCQQSNEDPLTFGAGTKLELK']. Result: 0 (not developable). (8) The antibody is ['EVQLKQSGPGLVQPSQSLSITCTVSGFSLTNYGVHWVRQSPGKGLEWLGVIWSGGNTDYNTPFTSRLSINKDNSKSQVFFKMNSLQSNDTAIYYCARALTYYDYEFAYWGQGTLVTVSA', 'PROT_D746F282']. Result: 0 (not developable).